This data is from Reaction yield outcomes from USPTO patents with 853,638 reactions. The task is: Predict the reaction yield, written as a fraction of the theoretical maximum amount of product (1.0 means a 100% yield; for example, 0.34 means a 34% yield). The reactants are [NH2:1][C:2]1[C:3](=[O:15])[NH:4][C:5](=[S:14])[N:6]([CH2:9][CH2:10][CH2:11][CH2:12][CH3:13])[C:7]=1[NH2:8].[CH:16]1([C:20](O)=[O:21])[CH2:19][CH2:18][CH2:17]1.F[P-](F)(F)(F)(F)F.N1(O[P+](N(C)C)(N(C)C)N(C)C)C2C=CC=CC=2N=N1.C(N(CC)CC)C. The catalyst is CN(C=O)C.O. The product is [NH2:1][C:2]1[C:3](=[O:15])[NH:4][C:5](=[S:14])[N:6]([CH2:9][CH2:10][CH2:11][CH2:12][CH3:13])[C:7]=1[NH:8][C:20]([CH:16]1[CH2:19][CH2:18][CH2:17]1)=[O:21]. The yield is 0.833.